Task: Predict the reaction yield, written as a fraction of the theoretical maximum amount of product (1.0 means a 100% yield; for example, 0.34 means a 34% yield).. Dataset: Reaction yield outcomes from USPTO patents with 853,638 reactions (1) The reactants are [N+:1]([C:4]1[CH:11]=[CH:10][C:7]([CH2:8]Br)=[CH:6][CH:5]=1)([O-:3])=[O:2].[CH3:12][S:13]([O-:15])=[O:14].[Na+]. The catalyst is CN(C=O)C. The product is [CH3:12][S:13]([CH2:8][C:7]1[CH:10]=[CH:11][C:4]([N+:1]([O-:3])=[O:2])=[CH:5][CH:6]=1)(=[O:15])=[O:14]. The yield is 0.750. (2) The reactants are [Cl:1][C:2]1[C:13]2[CH2:12][CH:11]([CH2:14][NH2:15])[O:10][C:9]=2[C:8]2[CH2:7][CH2:6][CH2:5][C:4]=2[CH:3]=1.C(N(C(C)C)CC)(C)C.Cl[C:26]([O:28][CH2:29][C:30]1[CH:35]=[CH:34][CH:33]=[CH:32][CH:31]=1)=[O:27].O1C(CNC(=O)OCC2C=CC=CC=2)CC2C=CC3CCCC=3C1=2. No catalyst specified. The product is [Cl:1][C:2]1[C:13]2[CH2:12][CH:11]([CH2:14][NH:15][C:26](=[O:27])[O:28][CH2:29][C:30]3[CH:35]=[CH:34][CH:33]=[CH:32][CH:31]=3)[O:10][C:9]=2[C:8]2[CH2:7][CH2:6][CH2:5][C:4]=2[CH:3]=1. The yield is 0.980. (3) The reactants are [CH2:1]([O:3][C:4](=[O:21])[CH:5]([CH2:13][S:14][C:15]1[CH:20]=[CH:19][CH:18]=[CH:17][CH:16]=1)[NH:6][C:7](=O)[CH2:8][CH:9]([CH3:11])[CH3:10])[CH3:2].[ClH:22]. The catalyst is O1CCCC1.C(O)C. The product is [ClH:22].[CH2:1]([O:3][C:4](=[O:21])[CH:5]([CH2:13][S:14][C:15]1[CH:16]=[CH:17][CH:18]=[CH:19][CH:20]=1)[NH:6][CH2:7][CH2:8][CH:9]([CH3:11])[CH3:10])[CH3:2]. The yield is 0.150.